Task: Regression. Given two drug SMILES strings and cell line genomic features, predict the synergy score measuring deviation from expected non-interaction effect.. Dataset: NCI-60 drug combinations with 297,098 pairs across 59 cell lines (1) Drug 1: CCC1=CC2CC(C3=C(CN(C2)C1)C4=CC=CC=C4N3)(C5=C(C=C6C(=C5)C78CCN9C7C(C=CC9)(C(C(C8N6C)(C(=O)OC)O)OC(=O)C)CC)OC)C(=O)OC.C(C(C(=O)O)O)(C(=O)O)O. Drug 2: C1=CC(=CC=C1CCCC(=O)O)N(CCCl)CCCl. Cell line: SK-MEL-5. Synergy scores: CSS=27.5, Synergy_ZIP=-6.99, Synergy_Bliss=-6.60, Synergy_Loewe=-8.39, Synergy_HSA=-3.90. (2) Drug 1: C1CCC(C1)C(CC#N)N2C=C(C=N2)C3=C4C=CNC4=NC=N3. Drug 2: C1=NC2=C(N=C(N=C2N1C3C(C(C(O3)CO)O)F)Cl)N. Cell line: LOX IMVI. Synergy scores: CSS=28.9, Synergy_ZIP=2.75, Synergy_Bliss=-1.23, Synergy_Loewe=-2.60, Synergy_HSA=-2.52. (3) Drug 1: C1=CC(=CC=C1C#N)C(C2=CC=C(C=C2)C#N)N3C=NC=N3. Drug 2: CC1CCC2CC(C(=CC=CC=CC(CC(C(=O)C(C(C(=CC(C(=O)CC(OC(=O)C3CCCCN3C(=O)C(=O)C1(O2)O)C(C)CC4CCC(C(C4)OC)OCCO)C)C)O)OC)C)C)C)OC. Cell line: EKVX. Synergy scores: CSS=0.399, Synergy_ZIP=-0.0195, Synergy_Bliss=2.33, Synergy_Loewe=-1.20, Synergy_HSA=-0.216. (4) Synergy scores: CSS=3.37, Synergy_ZIP=0.863, Synergy_Bliss=-7.82, Synergy_Loewe=-9.15, Synergy_HSA=-8.78. Drug 2: CN(CCCl)CCCl.Cl. Cell line: SK-OV-3. Drug 1: C1=C(C(=O)NC(=O)N1)N(CCCl)CCCl. (5) Drug 1: CS(=O)(=O)CCNCC1=CC=C(O1)C2=CC3=C(C=C2)N=CN=C3NC4=CC(=C(C=C4)OCC5=CC(=CC=C5)F)Cl. Drug 2: CC1CCCC2(C(O2)CC(NC(=O)CC(C(C(=O)C(C1O)C)(C)C)O)C(=CC3=CSC(=N3)C)C)C. Cell line: U251. Synergy scores: CSS=48.4, Synergy_ZIP=-0.644, Synergy_Bliss=-4.82, Synergy_Loewe=-28.6, Synergy_HSA=-2.17.